This data is from Catalyst prediction with 721,799 reactions and 888 catalyst types from USPTO. The task is: Predict which catalyst facilitates the given reaction. Reactant: [C:1]([N:3]=[C:4]([N:12]1[CH2:17][CH2:16][CH2:15][C@H:14]([CH2:18][N:19]2[C:23]3[CH:24]=[CH:25][CH:26]=[CH:27][C:22]=3[N:21]=[C:20]2[CH2:28][N:29]([CH3:40])[C@@H:30]2[C:39]3[N:38]=[CH:37][CH:36]=[CH:35][C:34]=3[CH2:33][CH2:32][CH2:31]2)[CH2:13]1)OC1C=CC=CC=1)#[N:2].[CH2:41]([NH2:44])[CH2:42][CH3:43]. Product: [C:1]([NH:3][C:4]([N:12]1[CH2:17][CH2:16][CH2:15][C@H:14]([CH2:18][N:19]2[C:23]3[CH:24]=[CH:25][CH:26]=[CH:27][C:22]=3[N:21]=[C:20]2[CH2:28][N:29]([CH3:40])[C@@H:30]2[C:39]3[N:38]=[CH:37][CH:36]=[CH:35][C:34]=3[CH2:33][CH2:32][CH2:31]2)[CH2:13]1)=[N:44][CH2:41][CH2:42][CH3:43])#[N:2]. The catalyst class is: 32.